Dataset: HIV replication inhibition screening data with 41,000+ compounds from the AIDS Antiviral Screen. Task: Binary Classification. Given a drug SMILES string, predict its activity (active/inactive) in a high-throughput screening assay against a specified biological target. The molecule is COc1ccc2nc3cc([N+](=O)[O-])ccc3c(NCCO)c2c1. The result is 0 (inactive).